This data is from Catalyst prediction with 721,799 reactions and 888 catalyst types from USPTO. The task is: Predict which catalyst facilitates the given reaction. (1) Reactant: [CH2:1]([N:8]1[CH:12]=[N:11][C:10](Br)=[N:9]1)[C:2]1[CH:7]=[CH:6][CH:5]=[CH:4][CH:3]=1.[NH2:14][C:15]1[CH:16]=[C:17]([NH:21][C:22](=[O:28])[O:23][C:24]([CH3:27])([CH3:26])[CH3:25])[CH:18]=[CH:19][CH:20]=1.CC(C)([O-])C.[Na+].C(P(C(C)(C)C)C1C=CC=CC=1C1C(C(C)C)=CC(C(C)C)=CC=1C(C)C)(C)(C)C. Product: [C:24]([O:23][C:22](=[O:28])[NH:21][C:17]1[CH:18]=[CH:19][CH:20]=[C:15]([NH:14][C:10]2[N:11]=[CH:12][N:8]([CH2:1][C:2]3[CH:7]=[CH:6][CH:5]=[CH:4][CH:3]=3)[N:9]=2)[CH:16]=1)([CH3:27])([CH3:25])[CH3:26]. The catalyst class is: 187. (2) The catalyst class is: 10. Reactant: [F:1][C:2]1[CH:7]=[CH:6][CH:5]=[CH:4][C:3]=1[C:8]1[N:9]=[C:10]([C:13]2[CH:26]=[CH:25][C:16]([O:17][C:18]3[CH:23]=[CH:22][C:21]([OH:24])=[CH:20][CH:19]=3)=[CH:15][CH:14]=2)[O:11][CH:12]=1.C1CN2C(=NCCC2)NC1.Br[C:38]1([CH2:47][CH2:48][O:49][CH3:50])[C:43](=[O:44])[NH:42][C:41](=[O:45])[NH:40][C:39]1=[O:46]. Product: [CH3:50][O:49][CH2:48][CH2:47][C:38]1([O:24][C:21]2[CH:22]=[CH:23][C:18]([O:17][C:16]3[CH:15]=[CH:14][C:13]([C:10]4[O:11][CH:12]=[C:8]([C:3]5[CH:4]=[CH:5][CH:6]=[CH:7][C:2]=5[F:1])[N:9]=4)=[CH:26][CH:25]=3)=[CH:19][CH:20]=2)[C:39](=[O:46])[NH:40][C:41](=[O:45])[NH:42][C:43]1=[O:44]. (3) Reactant: [OH:1][CH2:2][CH:3]1[NH:8][CH2:7][CH2:6][N:5]([C:9]([O:11][C:12]([CH3:15])([CH3:14])[CH3:13])=[O:10])[CH2:4]1.[CH3:16][O:17][C:18]1[CH:19]=[C:20]([N:24]=[C:25]=[O:26])[CH:21]=[CH:22][CH:23]=1. Product: [OH:1][CH2:2][CH:3]1[N:8]([C:25](=[O:26])[NH:24][C:20]2[CH:21]=[CH:22][CH:23]=[C:18]([O:17][CH3:16])[CH:19]=2)[CH2:7][CH2:6][N:5]([C:9]([O:11][C:12]([CH3:15])([CH3:14])[CH3:13])=[O:10])[CH2:4]1. The catalyst class is: 7. (4) Reactant: [H-].[Na+].P([CH2:7][C:8]([O:10][CH2:11][CH3:12])=[O:9])(O)(O)=O.[Br:13][C:14]1[C:19]([CH3:20])=[CH:18][N:17]=[C:16]([CH:21]=O)[CH:15]=1.O. Product: [Br:13][C:14]1[C:19]([CH3:20])=[CH:18][N:17]=[C:16](/[CH:21]=[CH:7]/[C:8]([O:10][CH2:11][CH3:12])=[O:9])[CH:15]=1. The catalyst class is: 57.